Task: Predict the product of the given reaction.. Dataset: Forward reaction prediction with 1.9M reactions from USPTO patents (1976-2016) Given the reactants [Cl:1][C:2]1[C:15]([N:16]=[C:17]=[S:18])=[C:14]([Cl:19])[CH:13]=[CH:12][C:3]=1[CH2:4][NH:5][C:6](=[O:11])[C:7]([CH3:10])([CH3:9])[CH3:8].[NH2:20][C:21]1[C:22]([NH2:45])=[N:23][C:24]([O:40][CH2:41][CH:42]([F:44])[F:43])=[C:25]([CH:39]=1)[C:26]([NH:28][C@H:29]1[CH2:34][CH2:33][C@H:32]([C:35]([F:38])([F:37])[F:36])[CH2:31][CH2:30]1)=[O:27], predict the reaction product. The product is: [Cl:1][C:2]1[C:15]([NH:16][C:17]([NH:20][C:21]2[CH:39]=[C:25]([C:26](=[O:27])[NH:28][C@H:29]3[CH2:30][CH2:31][C@H:32]([C:35]([F:38])([F:36])[F:37])[CH2:33][CH2:34]3)[C:24]([O:40][CH2:41][CH:42]([F:43])[F:44])=[N:23][C:22]=2[NH2:45])=[S:18])=[C:14]([Cl:19])[CH:13]=[CH:12][C:3]=1[CH2:4][NH:5][C:6](=[O:11])[C:7]([CH3:8])([CH3:9])[CH3:10].